Dataset: Full USPTO retrosynthesis dataset with 1.9M reactions from patents (1976-2016). Task: Predict the reactants needed to synthesize the given product. (1) Given the product [CH3:1][C:2]1[C:6]([CH2:7][O:8][C:9]2[CH:14]=[CH:13][C:12]([S:15]([NH2:20])(=[O:17])=[O:16])=[CH:11][CH:10]=2)=[C:5]([CH3:19])[O:4][N:3]=1, predict the reactants needed to synthesize it. The reactants are: [CH3:1][C:2]1[C:6]([CH2:7][O:8][C:9]2[CH:14]=[CH:13][C:12]([S:15](Cl)(=[O:17])=[O:16])=[CH:11][CH:10]=2)=[C:5]([CH3:19])[O:4][N:3]=1.[NH3:20]. (2) Given the product [C:23]([O:22][C:20]([N:17]1[CH2:18][CH2:19][CH2:15][C@H:16]1[O:11][S:10]([C:7]1[CH:8]=[CH:9][C:4]([N+:1]([O-:3])=[O:2])=[CH:5][CH:6]=1)(=[O:12])=[O:34])=[O:21])([CH3:26])([CH3:24])[CH3:25], predict the reactants needed to synthesize it. The reactants are: [N+:1]([C:4]1[CH:9]=[CH:8][C:7]([S:10](Cl)(=[O:12])=[O:11])=[CH:6][CH:5]=1)([O-:3])=[O:2].O[C@@H:15]1[CH2:19][CH2:18][N:17]([C:20]([O:22][C:23]([CH3:26])([CH3:25])[CH3:24])=[O:21])[CH2:16]1.N1C=CC=CC=1.C(=O)(O)[O-:34].[Na+].